Task: Predict the product of the given reaction.. Dataset: Forward reaction prediction with 1.9M reactions from USPTO patents (1976-2016) Given the reactants [CH3:1][O:2][C:3]([C:5]1[N:9]([CH3:10])[N:8]=[C:7]([C:11]([OH:13])=O)[CH:6]=1)=[O:4].S(Cl)(Cl)=O.CC(C)=O.[N-:22]=[N+:23]=[N-:24].[Na+], predict the reaction product. The product is: [CH3:1][O:2][C:3]([C:5]1[N:9]([CH3:10])[N:8]=[C:7]([C:11]([N:22]=[N+:23]=[N-:24])=[O:13])[CH:6]=1)=[O:4].